Dataset: Reaction yield outcomes from USPTO patents with 853,638 reactions. Task: Predict the reaction yield, written as a fraction of the theoretical maximum amount of product (1.0 means a 100% yield; for example, 0.34 means a 34% yield). The reactants are [OH:1][CH:2]1[CH2:7][CH2:6][NH:5][CH2:4][CH2:3]1.Cl[CH2:9][C:10]1[CH:15]=[C:14]([C:16]([NH:18][C:19]2[S:20][C:21]([C:29]3[CH:34]=[CH:33][N:32]=[CH:31][CH:30]=3)=[C:22]([C:24]3[O:25][CH:26]=[CH:27][CH:28]=3)[N:23]=2)=[O:17])[CH:13]=[CH:12][N:11]=1. No catalyst specified. The product is [O:25]1[CH:26]=[CH:27][CH:28]=[C:24]1[C:22]1[N:23]=[C:19]([NH:18][C:16]([C:14]2[CH:13]=[CH:12][N:11]=[C:10]([CH2:9][N:5]3[CH2:6][CH2:7][CH:2]([OH:1])[CH2:3][CH2:4]3)[CH:15]=2)=[O:17])[S:20][C:21]=1[C:29]1[CH:30]=[CH:31][N:32]=[CH:33][CH:34]=1. The yield is 0.530.